Dataset: Full USPTO retrosynthesis dataset with 1.9M reactions from patents (1976-2016). Task: Predict the reactants needed to synthesize the given product. (1) Given the product [CH3:3][N:2]([CH2:4][C:5]1[CH:6]=[C:7]([CH:10]=[CH:11][CH:12]=1)[CH2:8][NH2:9])[CH3:1], predict the reactants needed to synthesize it. The reactants are: [CH3:1][N:2]([CH2:4][C:5]1[CH:6]=[C:7]([CH:10]=[CH:11][CH:12]=1)[C:8]#[N:9])[CH3:3]. (2) Given the product [Cl:1][C:2]1[C:3]([F:18])=[C:4]([C:9]2[CH:14]=[CH:13][C:12]([CH2:15][CH2:16][CH3:17])=[CH:11][CH:10]=2)[CH:5]=[CH:6][C:7]=1[O:22][CH2:19][C@H:29]1[CH2:30][CH2:31][C@H:26]([CH2:32][CH2:3][CH2:2][CH2:7][CH3:6])[CH2:27][CH2:28]1, predict the reactants needed to synthesize it. The reactants are: [Cl:1][C:2]1[C:3]([F:18])=[C:4]([C:9]2[CH:14]=[CH:13][C:12]([CH2:15][CH2:16][CH3:17])=[CH:11][CH:10]=2)[CH:5]=[CH:6][C:7]=1O.[C:19](=[O:22])([O-])[O-].[K+].[K+].O.[C:26]1([CH3:32])[CH:31]=[CH:30][CH:29]=[CH:28][CH:27]=1. (3) Given the product [CH2:6]([O:13][C:14]1[CH:19]=[C:18]([I:24])[C:17]([O:20][CH2:21][O:22][CH3:23])=[CH:16][N:15]=1)[C:7]1[CH:12]=[CH:11][CH:10]=[CH:9][CH:8]=1, predict the reactants needed to synthesize it. The reactants are: [Li]C(C)(C)C.[CH2:6]([O:13][C:14]1[CH:19]=[CH:18][C:17]([O:20][CH2:21][O:22][CH3:23])=[CH:16][N:15]=1)[C:7]1[CH:12]=[CH:11][CH:10]=[CH:9][CH:8]=1.[I:24]I.